From a dataset of Forward reaction prediction with 1.9M reactions from USPTO patents (1976-2016). Predict the product of the given reaction. (1) The product is: [Cl:13][C:14]1[CH:19]=[C:18]([Cl:20])[CH:17]=[C:16]([Cl:21])[C:15]=1[C@@H:22]1[CH2:24][C@H:23]1[CH:25]([N:27]([O:28][CH3:29])[C:8]([C:7]1[C:3]([CH:2]([F:12])[F:1])=[N:4][N:5]([CH3:11])[CH:6]=1)=[O:9])[CH3:26]. Given the reactants [F:1][CH:2]([F:12])[C:3]1[C:7]([C:8](Cl)=[O:9])=[CH:6][N:5]([CH3:11])[N:4]=1.[Cl:13][C:14]1[CH:19]=[C:18]([Cl:20])[CH:17]=[C:16]([Cl:21])[C:15]=1[CH:22]1[CH2:24][CH:23]1[CH:25]([NH:27][O:28][CH3:29])[CH3:26].C1N2CCN(CC2)C1, predict the reaction product. (2) Given the reactants [Cl:1][C:2]1[CH:7]=[CH:6][C:5]([C:8]2[CH:17]=[N:16][CH:15]=[C:14]3[C:9]=2[CH:10]=[C:11]([C:18]([OH:20])=O)[CH:12]=[N:13]3)=[CH:4][CH:3]=1.C(Cl)(=O)C(Cl)=O.[CH:27]1([CH2:30][NH2:31])[CH2:29][CH2:28]1.C(N(CC)CC)C, predict the reaction product. The product is: [Cl:1][C:2]1[CH:3]=[CH:4][C:5]([C:8]2[CH:17]=[N:16][CH:15]=[C:14]3[C:9]=2[CH:10]=[C:11]([C:18]([NH:31][CH2:30][CH:27]2[CH2:29][CH2:28]2)=[O:20])[CH:12]=[N:13]3)=[CH:6][CH:7]=1. (3) Given the reactants C(OC(=O)[NH:10][CH2:11][CH2:12][N:13]1[CH2:18][CH2:17][N:16]([CH2:19][C@H:20]([OH:33])[C:21]2[C:30]3[C:25](=[CH:26][CH:27]=[C:28]([O:31][CH3:32])[CH:29]=3)[N:24]=[CH:23][CH:22]=2)[CH2:15][CH2:14]1)C1C=CC=CC=1.[H][H], predict the reaction product. The product is: [NH2:10][CH2:11][CH2:12][N:13]1[CH2:18][CH2:17][N:16]([CH2:19][C@@H:20]([C:21]2[C:30]3[C:25](=[CH:26][CH:27]=[C:28]([O:31][CH3:32])[CH:29]=3)[N:24]=[CH:23][CH:22]=2)[OH:33])[CH2:15][CH2:14]1. (4) Given the reactants Br[C:2]1[CH:7]=[CH:6][CH:5]=[CH:4][N:3]=1.[CH2:8]([Li])CCC.C(SCCCC)CCC.[C:22](/[C:24](=[CH:40]\[C:41]1[CH:46]=[CH:45][C:44]([O:47][CH2:48][CH2:49][O:50][C:51]2[C:56]([Cl:57])=[CH:55][C:54]([CH3:58])=[CH:53][C:52]=2[Cl:59])=[CH:43][CH:42]=1)/[C:25]([N:27]([CH:37]1[CH2:39][CH2:38]1)[CH2:28][C:29]1[CH:34]=[CH:33][CH:32]=[C:31]([CH3:35])[C:30]=1[CH3:36])=[O:26])#[N:23], predict the reaction product. The product is: [C:22]([CH:24]([CH:40]([C:41]1[CH:46]=[CH:45][C:44]([O:47][CH2:48][CH2:49][O:50][C:51]2[C:52]([Cl:59])=[CH:53][C:54]([CH3:58])=[CH:55][C:56]=2[Cl:57])=[CH:43][CH:42]=1)[CH2:8][C:2]1[CH:7]=[CH:6][CH:5]=[CH:4][N:3]=1)[C:25]([N:27]([CH:37]1[CH2:38][CH2:39]1)[CH2:28][C:29]1[CH:34]=[CH:33][CH:32]=[C:31]([CH3:35])[C:30]=1[CH3:36])=[O:26])#[N:23]. (5) The product is: [C:1]([O:5][C:6]([N:8]1[CH2:13][CH2:12][C:11]2[N:14]([CH3:29])[C:15]([C:17]3[C:22]([C:23]#[CH:24])=[CH:21][N:20]=[C:19]([N:25]([C:26](=[O:28])[CH3:27])[CH3:31])[N:18]=3)=[CH:16][C:10]=2[C:9]1=[O:30])=[O:7])([CH3:4])([CH3:3])[CH3:2]. Given the reactants [C:1]([O:5][C:6]([N:8]1[CH2:13][CH2:12][C:11]2[N:14]([CH3:29])[C:15]([C:17]3[C:22]([C:23]#[CH:24])=[CH:21][N:20]=[C:19]([NH:25][C:26](=[O:28])[CH3:27])[N:18]=3)=[CH:16][C:10]=2[C:9]1=[O:30])=[O:7])([CH3:4])([CH3:3])[CH3:2].[C:31]([O-])([O-])=O.[Cs+].[Cs+].CI, predict the reaction product. (6) Given the reactants [S:1]1[C:5]2[CH:6]=[CH:7][CH:8]=[CH:9][C:4]=2[CH:3]=[C:2]1[C:10]([NH:12][C@H:13]([C:18]([NH:20][CH2:21][CH2:22][CH2:23][NH:24]C(=O)OC(C)(C)C)=[O:19])[CH2:14][CH:15]([CH3:17])[CH3:16])=[O:11].FC(F)(F)C(O)=O, predict the reaction product. The product is: [NH2:24][CH2:23][CH2:22][CH2:21][NH:20][C:18]([C@@H:13]([NH:12][C:10]([C:2]1[S:1][C:5]2[CH:6]=[CH:7][CH:8]=[CH:9][C:4]=2[CH:3]=1)=[O:11])[CH2:14][CH:15]([CH3:16])[CH3:17])=[O:19]. (7) Given the reactants [O:1]1[CH2:6][CH2:5][CH2:4][CH2:3][CH:2]1[O:7][CH2:8][CH2:9][CH2:10][CH2:11][CH2:12][CH2:13][CH2:14][CH2:15]/[C:16](/[Sn](CCCC)(CCCC)CCCC)=[CH:17]\[C:18]([O:20][CH3:21])=[O:19], predict the reaction product. The product is: [O:1]1[CH2:6][CH2:5][CH2:4][CH2:3][CH:2]1[O:7][CH2:8][CH2:9][CH2:10][CH2:11][CH2:12][CH2:13][CH2:14][CH2:15]/[C:16](/[C:16](/[CH2:15][CH2:14][CH2:13][CH2:12][CH2:11][CH2:10][CH2:9][CH2:8][O:7][CH:2]1[CH2:3][CH2:4][CH2:5][CH2:6][O:1]1)=[CH:17]/[C:18]([O:20][CH3:21])=[O:19])=[CH:17]\[C:18]([O:20][CH3:21])=[O:19].